Task: Predict the reactants needed to synthesize the given product.. Dataset: Full USPTO retrosynthesis dataset with 1.9M reactions from patents (1976-2016) The reactants are: P(Cl)(Cl)([Cl:3])=O.[Cl:6][C:7]1[CH:12]=[CH:11][CH:10]=[C:9]([F:13])[C:8]=1[N:14]1[C:18]2=[N:19][CH:20]=[N:21][C:22](O)=[C:17]2[CH:16]=[N:15]1. Given the product [Cl:3][C:22]1[N:21]=[CH:20][N:19]=[C:18]2[N:14]([C:8]3[C:9]([F:13])=[CH:10][CH:11]=[CH:12][C:7]=3[Cl:6])[N:15]=[CH:16][C:17]=12, predict the reactants needed to synthesize it.